This data is from Forward reaction prediction with 1.9M reactions from USPTO patents (1976-2016). The task is: Predict the product of the given reaction. (1) Given the reactants [Cl:1][C:2]1[N:7]=[C:6]([C:8]2[S:12][C:11]([NH2:13])=[N:10][C:9]=2[C:14]2[CH:19]=[CH:18][CH:17]=[C:16]([N+:20]([O-])=O)[CH:15]=2)[CH:5]=[CH:4][N:3]=1, predict the reaction product. The product is: [NH2:20][C:16]1[CH:15]=[C:14]([C:9]2[N:10]=[C:11]([NH2:13])[S:12][C:8]=2[C:6]2[CH:5]=[CH:4][N:3]=[C:2]([Cl:1])[N:7]=2)[CH:19]=[CH:18][CH:17]=1. (2) Given the reactants [F:1][C:2]1[CH:3]=[C:4]([C@H:8]2[CH2:12][CH2:11][CH2:10][N:9]2[C:13]2[CH:18]=[CH:17][N:16]3[N:19]=[CH:20][C:21]([C:22](O)=[O:23])=[C:15]3[N:14]=2)[CH:5]=[N:6][CH:7]=1.Cl.[C:26]([NH:31][NH2:32])(=[O:30])[CH:27]([CH3:29])[CH3:28].CCN(C(C)C)C(C)C.CN(C(ON1N=NC2C=CC=NC1=2)=[N+](C)C)C.F[P-](F)(F)(F)(F)F, predict the reaction product. The product is: [F:1][C:2]1[CH:3]=[C:4]([C@H:8]2[CH2:12][CH2:11][CH2:10][N:9]2[C:13]2[CH:18]=[CH:17][N:16]3[N:19]=[CH:20][C:21]([C:22]([NH:32][NH:31][C:26](=[O:30])[CH:27]([CH3:29])[CH3:28])=[O:23])=[C:15]3[N:14]=2)[CH:5]=[N:6][CH:7]=1. (3) Given the reactants [CH2:1]=[O:2].[OH-].[K+].[CH2:5]([O:7][C:8](=[O:21])[CH:9]([C:15]1[CH:20]=[CH:19][CH:18]=[CH:17][CH:16]=1)[C:10]([O:12][CH2:13][CH3:14])=[O:11])[CH3:6], predict the reaction product. The product is: [CH2:13]([O:12][C:10](=[O:11])[C:9]([CH2:1][OH:2])([C:15]1[CH:20]=[CH:19][CH:18]=[CH:17][CH:16]=1)[C:8]([O:7][CH2:5][CH3:6])=[O:21])[CH3:14]. (4) Given the reactants [C:1]([O:5][C:6]([N:8]1[CH2:14][C:13]2[CH:15]=[CH:16][CH:17]=[CH:18][C:12]=2[NH:11][C:10](=O)[CH2:9]1)=[O:7])([CH3:4])([CH3:3])[CH3:2].CC(C)([O-])C.[K+].C(OP(Cl)(OCC)=O)C.[N+:35]([CH2:37][C:38]([O:40][CH2:41][CH3:42])=[O:39])#[C-:36], predict the reaction product. The product is: [CH2:41]([O:40][C:38]([C:37]1[N:35]=[CH:36][N:11]2[C:10]=1[CH2:9][N:8]([C:6]([O:5][C:1]([CH3:4])([CH3:3])[CH3:2])=[O:7])[CH2:14][C:13]1[CH:15]=[CH:16][CH:17]=[CH:18][C:12]2=1)=[O:39])[CH3:42]. (5) Given the reactants [CH2:1]([OH:3])[CH3:2].S(=O)(=O)(O)O.[CH2:9]([N:16]1[CH2:20][CH2:19][CH2:18][CH:17]1[CH2:21][C:22]#N)[C:10]1[CH:15]=[CH:14][CH:13]=[CH:12][CH:11]=1.C(=O)([O-])[O-:25].[Na+].[Na+], predict the reaction product. The product is: [CH2:9]([N:16]1[CH2:20][CH2:19][CH2:18][CH:17]1[CH2:21][C:22]([O:3][CH2:1][CH3:2])=[O:25])[C:10]1[CH:15]=[CH:14][CH:13]=[CH:12][CH:11]=1. (6) Given the reactants C[O:2][CH2:3][CH2:4][CH:5]([C:7]1[CH:15]=[CH:14][C:10]([C:11]([OH:13])=O)=[CH:9][CH:8]=1)[CH3:6].ON1C2C=CC=CC=2N=N1.C(N(CC)CC)C.[NH2:33][CH2:34][C:35]1[C:36]([OH:43])=[N:37][C:38]([CH3:42])=[CH:39][C:40]=1[CH3:41], predict the reaction product. The product is: [OH:43][C:36]1[C:35]([CH2:34][NH:33][C:11](=[O:13])[C:10]2[CH:9]=[CH:8][C:7]([CH:5]([CH2:4][CH2:3][OH:2])[CH3:6])=[CH:15][CH:14]=2)=[C:40]([CH3:41])[CH:39]=[C:38]([CH3:42])[N:37]=1. (7) Given the reactants [CH:1]1([C:4]2[CH:5]=[CH:6][C:7]([C:18]([OH:20])=O)=[N:8][C:9]=2[CH2:10][C:11]2[CH:16]=[CH:15][C:14]([F:17])=[CH:13][CH:12]=2)[CH2:3][CH2:2]1.[NH2:21][C@@H:22]([CH2:26][CH:27]([CH3:29])[CH3:28])[C:23]([NH2:25])=[O:24], predict the reaction product. The product is: [C:23]([C@@H:22]([NH:21][C:18]([C:7]1[CH:6]=[CH:5][C:4]([CH:1]2[CH2:2][CH2:3]2)=[C:9]([CH2:10][C:11]2[CH:12]=[CH:13][C:14]([F:17])=[CH:15][CH:16]=2)[N:8]=1)=[O:20])[CH2:26][CH:27]([CH3:29])[CH3:28])(=[O:24])[NH2:25].